This data is from Forward reaction prediction with 1.9M reactions from USPTO patents (1976-2016). The task is: Predict the product of the given reaction. Given the reactants CC(C)([O-])C.[K+].[F:7][C:8]([F:14])([F:13])[C:9](=[O:12])[CH:10]=[CH2:11].CO[CH:17](OC)[CH2:18][C:19]#[N:20].Cl, predict the reaction product. The product is: [F:7][C:8]([F:14])([F:13])[C:9](=[O:12])[CH:10]=[CH:11][CH:17]=[CH:18][C:19]#[N:20].